This data is from Peptide-MHC class I binding affinity with 185,985 pairs from IEDB/IMGT. The task is: Regression. Given a peptide amino acid sequence and an MHC pseudo amino acid sequence, predict their binding affinity value. This is MHC class I binding data. The peptide sequence is WLRAHPVAI. The MHC is HLA-B08:01 with pseudo-sequence HLA-B08:01. The binding affinity (normalized) is 0.820.